Dataset: Forward reaction prediction with 1.9M reactions from USPTO patents (1976-2016). Task: Predict the product of the given reaction. Given the reactants [C:1]([O:5][C:6]([N:8]1[C:16]2[C:11](=[CH:12][CH:13]=[C:14]([CH:17]=[O:18])[CH:15]=2)[CH:10]=[CH:9]1)=[O:7])([CH3:4])([CH3:3])[CH3:2].[BH4-].[Na+], predict the reaction product. The product is: [C:1]([O:5][C:6]([N:8]1[C:16]2[C:11](=[CH:12][CH:13]=[C:14]([CH2:17][OH:18])[CH:15]=2)[CH:10]=[CH:9]1)=[O:7])([CH3:4])([CH3:2])[CH3:3].